Dataset: Forward reaction prediction with 1.9M reactions from USPTO patents (1976-2016). Task: Predict the product of the given reaction. Given the reactants [NH2:1][C:2]1[C:7]([O:8]C)=[C:6]([Br:10])[C:5]([C:11]2[CH:16]=[CH:15][CH:14]=[CH:13][CH:12]=2)=[C:4]([CH3:17])[C:3]=1[C:18]#[N:19].BrB(Br)Br.C(=O)([O-])[O-].[Na+].[Na+], predict the reaction product. The product is: [NH2:1][C:2]1[C:7]([OH:8])=[C:6]([Br:10])[C:5]([C:11]2[CH:16]=[CH:15][CH:14]=[CH:13][CH:12]=2)=[C:4]([CH3:17])[C:3]=1[C:18]#[N:19].